From a dataset of Peptide-MHC class I binding affinity with 185,985 pairs from IEDB/IMGT. Regression. Given a peptide amino acid sequence and an MHC pseudo amino acid sequence, predict their binding affinity value. This is MHC class I binding data. (1) The peptide sequence is QLQPFPQPQL. The MHC is Mamu-B01 with pseudo-sequence Mamu-B01. The binding affinity (normalized) is 0.0128. (2) The peptide sequence is YLAKLTALV. The MHC is HLA-A02:02 with pseudo-sequence HLA-A02:02. The binding affinity (normalized) is 0.958. (3) The peptide sequence is NITLKIIETY. The MHC is HLA-A68:01 with pseudo-sequence HLA-A68:01. The binding affinity (normalized) is 0.437.